Dataset: Forward reaction prediction with 1.9M reactions from USPTO patents (1976-2016). Task: Predict the product of the given reaction. (1) Given the reactants CCN(C(C)C)C(C)C.[C:10]1([NH:16][C:17]2[CH:25]=[CH:24][C:20]([C:21]([OH:23])=O)=[CH:19][CH:18]=2)[CH:15]=[CH:14][CH:13]=[CH:12][CH:11]=1.CCN=C=NCCCN(C)C.C1C=CC2N(O)N=NC=2C=1.[NH2:47][CH2:48][C:49]([N:51]1[CH2:56][CH2:55][N:54]([C:57](=[O:69])[C:58]2[CH:63]=[C:62]([F:64])[CH:61]=[CH:60][C:59]=2[C:65]([F:68])([F:67])[F:66])[CH2:53][CH2:52]1)=[O:50].C(O)(C(F)(F)F)=O, predict the reaction product. The product is: [F:64][C:62]1[CH:61]=[CH:60][C:59]([C:65]([F:67])([F:66])[F:68])=[C:58]([CH:63]=1)[C:57]([N:54]1[CH2:55][CH2:56][N:51]([C:49](=[O:50])[CH2:48][NH:47][C:21](=[O:23])[C:20]2[CH:19]=[CH:18][C:17]([NH:16][C:10]3[CH:11]=[CH:12][CH:13]=[CH:14][CH:15]=3)=[CH:25][CH:24]=2)[CH2:52][CH2:53]1)=[O:69]. (2) Given the reactants C(OC([N:8]1[C:17]2[C:12](=[CH:13][CH:14]=[CH:15][CH:16]=2)[N:11]([C:18]2[CH:23]=[CH:22][C:21]([N:24]3[CH2:29][CH2:28][N:27]([S:30]([CH2:33][CH2:34][O:35][CH3:36])(=[O:32])=[O:31])[CH2:26][CH2:25]3)=[CH:20][CH:19]=2)[CH2:10][CH2:9]1)=O)(C)(C)C.Cl.C(=O)([O-])O.[Na+], predict the reaction product. The product is: [CH3:36][O:35][CH2:34][CH2:33][S:30]([N:27]1[CH2:26][CH2:25][N:24]([C:21]2[CH:20]=[CH:19][C:18]([N:11]3[C:12]4[C:17](=[CH:16][CH:15]=[CH:14][CH:13]=4)[NH:8][CH2:9][CH2:10]3)=[CH:23][CH:22]=2)[CH2:29][CH2:28]1)(=[O:32])=[O:31]. (3) Given the reactants [H-].[Na+].O1[CH2:7][CH2:6][CH2:5][CH2:4]1.[CH3:8][C:9]1[C:27]([CH3:28])=[CH:26][C:12]2[N:13]=[C:14]([S:16][CH2:17][C:18]3[CH:23]=[CH:22][CH:21]=[CH:20][C:19]=3[C:24]#[N:25])[NH:15][C:11]=2[CH:10]=1.Cl[C:30]1[CH:37]=CC(Cl)=[CH:34][C:31]=1[CH2:32]Cl, predict the reaction product. The product is: [CH3:4][C:5]1[CH:37]=[CH:30][C:31]([CH3:34])=[CH:32][C:6]=1[CH2:7][N:15]1[C:11]2[CH:10]=[C:9]([CH3:8])[C:27]([CH3:28])=[CH:26][C:12]=2[N:13]=[C:14]1[S:16][CH2:17][C:18]1[CH:23]=[CH:22][CH:21]=[CH:20][C:19]=1[C:24]#[N:25]. (4) Given the reactants [CH2:1]([O:3][C:4](=[O:22])[CH:5]=[CH:6][C:7]1[CH:12]=[CH:11][CH:10]=[C:9]([NH:13][C:14]([C:16]2[O:17][C:18](Br)=[CH:19][CH:20]=2)=[O:15])[CH:8]=1)[CH3:2].[F:23][C:24]1[CH:25]=[C:26](B(O)O)[CH:27]=[CH:28][CH:29]=1, predict the reaction product. The product is: [CH2:1]([O:3][C:4](=[O:22])[CH:5]=[CH:6][C:7]1[CH:12]=[CH:11][CH:10]=[C:9]([NH:13][C:14]([C:16]2[O:17][C:18]([C:28]3[CH:27]=[CH:26][CH:25]=[C:24]([F:23])[CH:29]=3)=[CH:19][CH:20]=2)=[O:15])[CH:8]=1)[CH3:2]. (5) Given the reactants [N+:1]([O-:4])(O)=[O:2].S(=O)(=O)(O)O.[C:10]1([CH:16]2[CH2:20][CH2:19][CH:18]([C:21]([O:23][CH3:24])=[O:22])[CH2:17]2)[CH:15]=[CH:14][CH:13]=[CH:12][CH:11]=1, predict the reaction product. The product is: [N+:1]([C:13]1[CH:14]=[CH:15][C:10]([CH:16]2[CH2:20][CH2:19][CH:18]([C:21]([O:23][CH3:24])=[O:22])[CH2:17]2)=[CH:11][CH:12]=1)([O-:4])=[O:2]. (6) Given the reactants [NH2:1][C:2]1[S:3][CH:4]=[C:5]([CH2:7][C:8]([NH:10][C:11]2[C:19]3[C:14](=[CH:15][CH:16]=[C:17]([N:20]4[CH2:24][CH2:23][CH2:22][S:21]4(=[O:26])=[O:25])[CH:18]=3)[NH:13][N:12]=2)=[O:9])[N:6]=1.[CH2:27]([O:34][C:35]1[CH:42]=[CH:41][C:38]([CH:39]=O)=[CH:37][CH:36]=1)[C:28]1[CH:33]=[CH:32][CH:31]=[CH:30][CH:29]=1.C(O[BH-](OC(=O)C)OC(=O)C)(=O)C.[Na+].C(O)(=O)C, predict the reaction product. The product is: [CH2:27]([O:34][C:35]1[CH:36]=[CH:37][C:38]([CH:39]=[N:1][C:2]2[S:3][CH:4]=[C:5]([CH2:7][C:8]([NH:10][C:11]3[C:19]4[C:14](=[CH:15][CH:16]=[C:17]([N:20]5[CH2:24][CH2:23][CH2:22][S:21]5(=[O:26])=[O:25])[CH:18]=4)[NH:13][N:12]=3)=[O:9])[N:6]=2)=[CH:41][CH:42]=1)[C:28]1[CH:29]=[CH:30][CH:31]=[CH:32][CH:33]=1.